Task: Predict the product of the given reaction.. Dataset: Forward reaction prediction with 1.9M reactions from USPTO patents (1976-2016) (1) Given the reactants [Cl:1][C:2]1[C:11]2[N:10]=[C:9]([CH:12]([CH3:14])[CH3:13])[C:8]([CH2:15][C:16]3[CH:21]=[CH:20][C:19]([N:22]4[CH:26]=[CH:25][CH:24]=[N:23]4)=[CH:18][CH:17]=3)=[C:7]([CH3:27])[C:6]=2[C:5]([OH:28])=[CH:4][CH:3]=1.C(=O)([O-])[O-].[K+].[K+].[CH3:35][O:36][C:37](=[O:40])[CH2:38]Br, predict the reaction product. The product is: [CH3:35][O:36][C:37](=[O:40])[CH2:38][O:28][C:5]1[CH:4]=[CH:3][C:2]([Cl:1])=[C:11]2[C:6]=1[C:7]([CH3:27])=[C:8]([CH2:15][C:16]1[CH:21]=[CH:20][C:19]([N:22]3[CH:26]=[CH:25][CH:24]=[N:23]3)=[CH:18][CH:17]=1)[C:9]([CH:12]([CH3:13])[CH3:14])=[N:10]2. (2) Given the reactants Cl.O1CCOCC1.C(OC([N:15]1[CH2:19][C@@H:18]([CH2:20][N:21]([CH:38]([CH3:40])[CH3:39])[C:22](=[O:37])[C:23]2[CH:28]=[CH:27][C:26]([O:29][CH3:30])=[C:25]([O:31][CH2:32][CH2:33][CH2:34][O:35][CH3:36])[CH:24]=2)[C@H:17]([O:41][C:42](=[O:51])[NH:43][CH2:44][C:45]2[CH:50]=[CH:49][CH:48]=[CH:47][CH:46]=2)[CH2:16]1)=O)(C)(C)C, predict the reaction product. The product is: [CH:38]([N:21]([CH2:20][C@@H:18]1[CH2:19][NH:15][CH2:16][C@H:17]1[O:41][C:42](=[O:51])[NH:43][CH2:44][C:45]1[CH:50]=[CH:49][CH:48]=[CH:47][CH:46]=1)[C:22](=[O:37])[C:23]1[CH:28]=[CH:27][C:26]([O:29][CH3:30])=[C:25]([O:31][CH2:32][CH2:33][CH2:34][O:35][CH3:36])[CH:24]=1)([CH3:40])[CH3:39]. (3) Given the reactants [NH2:1][C:2]1[C:11]2[N:12]=[C:13]([CH2:21][CH2:22][CH2:23][CH3:24])[N:14]([CH2:15][CH2:16][CH2:17][C:18](=O)[CH3:19])[C:10]=2[C:9]2[CH:8]=[CH:7][CH:6]=[CH:5][C:4]=2[N:3]=1.Cl.[CH3:26][O:27][NH2:28], predict the reaction product. The product is: [CH3:26][O:27][N:28]=[C:18]([CH2:17][CH2:16][CH2:15][N:14]1[C:10]2[C:9]3[CH:8]=[CH:7][CH:6]=[CH:5][C:4]=3[N:3]=[C:2]([NH2:1])[C:11]=2[N:12]=[C:13]1[CH2:21][CH2:22][CH2:23][CH3:24])[CH3:19].